Predict which catalyst facilitates the given reaction. From a dataset of Catalyst prediction with 721,799 reactions and 888 catalyst types from USPTO. Reactant: [F:1][C:2]1[CH:7]=[CH:6][C:5]([C:8]2[O:9][C:10]3[CH:20]=[C:19]([N:21]([CH3:26])[S:22]([CH3:25])(=[O:24])=[O:23])[C:18]([C:27]4[N:32]=[C:31]([C:33]([OH:35])=O)[C:30]([O:36][CH3:37])=[CH:29][CH:28]=4)=[CH:17][C:11]=3[C:12]=2[C:13](=[O:16])[NH:14][CH3:15])=[CH:4][CH:3]=1.[F:38][C:39]1[CH:40]=[CH:41][C:42]([CH2:45][NH2:46])=[N:43][CH:44]=1.CCN(CC)CC.C(P1(=O)OP(CCC)(=O)OP(CCC)(=O)O1)CC. Product: [F:1][C:2]1[CH:3]=[CH:4][C:5]([C:8]2[O:9][C:10]3[CH:20]=[C:19]([N:21]([CH3:26])[S:22]([CH3:25])(=[O:24])=[O:23])[C:18]([C:27]4[N:32]=[C:31]([C:33]([NH:46][CH2:45][C:42]5[CH:41]=[CH:40][C:39]([F:38])=[CH:44][N:43]=5)=[O:35])[C:30]([O:36][CH3:37])=[CH:29][CH:28]=4)=[CH:17][C:11]=3[C:12]=2[C:13](=[O:16])[NH:14][CH3:15])=[CH:6][CH:7]=1. The catalyst class is: 20.